This data is from Forward reaction prediction with 1.9M reactions from USPTO patents (1976-2016). The task is: Predict the product of the given reaction. (1) Given the reactants [CH2:1]([O:6][C:7]([NH:9][C@H:10]([C:14]([N:16]1[CH2:29][C@H:28]([O:30][C:31]([C:33]2[N:34]([CH2:42][CH:43]=C)[C:35]3[C:40]([CH:41]=2)=[CH:39][CH:38]=[CH:37][CH:36]=3)=[O:32])[CH2:27][C@H:17]1[C:18]([O:20][CH2:21][CH2:22][Si:23]([CH3:26])([CH3:25])[CH3:24])=[O:19])=[O:15])[CH:11]([CH3:13])[CH3:12])=[O:8])[CH2:2][CH2:3][CH:4]=C, predict the reaction product. The product is: [CH:11]([C@H:10]1[C:14](=[O:15])[N:16]2[CH2:29][C@@H:28]([CH2:27][C@H:17]2[C:18]([O:20][CH2:21][CH2:22][Si:23]([CH3:25])([CH3:26])[CH3:24])=[O:19])[O:30][C:31](=[O:32])[C:33]2=[CH:41][C:40]3[CH:39]=[CH:38][CH:37]=[CH:36][C:35]=3[N:34]2[CH2:42][CH:43]=[CH:4][CH2:3][CH2:2][CH2:1][O:6][C:7](=[O:8])[NH:9]1)([CH3:13])[CH3:12]. (2) Given the reactants [Br:1][C:2]1[CH:7]=[C:6]([N+:8]([O-:10])=[O:9])[CH:5]=[CH:4][C:3]=1F.[F:12][C:13]1[CH:18]=[C:17]([F:19])[CH:16]=[CH:15][C:14]=1[OH:20].C(=O)([O-])[O-].[Cs+].[Cs+].[Cl-].[Na+], predict the reaction product. The product is: [Br:1][C:2]1[CH:7]=[C:6]([N+:8]([O-:10])=[O:9])[CH:5]=[CH:4][C:3]=1[O:20][C:14]1[CH:15]=[CH:16][C:17]([F:19])=[CH:18][C:13]=1[F:12]. (3) The product is: [C:1]1([CH2:7][CH2:8][CH2:9][CH2:10][O:11][C:12]2[CH:13]=[CH:14][C:15]([O:16][CH2:17][C:18]([OH:20])=[O:19])=[CH:23][CH:24]=2)[CH:6]=[CH:5][CH:4]=[CH:3][CH:2]=1. Given the reactants [C:1]1([CH2:7][CH2:8][CH2:9][CH2:10][O:11][C:12]2[CH:24]=[CH:23][C:15]([O:16][CH2:17][C:18]([O:20]CC)=[O:19])=[CH:14][CH:13]=2)[CH:6]=[CH:5][CH:4]=[CH:3][CH:2]=1.O.[OH-].[Li+].O1CCCC1.Cl, predict the reaction product. (4) Given the reactants [Cl:1][C:2]1[CH:9]=[CH:8][C:5]([C:6]#[N:7])=[CH:4][C:3]=1[CH:10]=[O:11].[BH4-].[Na+].Cl.C(Cl)Cl, predict the reaction product. The product is: [Cl:1][C:2]1[CH:9]=[CH:8][C:5]([C:6]#[N:7])=[CH:4][C:3]=1[CH2:10][OH:11].